This data is from Forward reaction prediction with 1.9M reactions from USPTO patents (1976-2016). The task is: Predict the product of the given reaction. (1) Given the reactants [Cl:1][C:2]1[N:3]=[C:4]([N:13]2[CH2:18][CH2:17][O:16][CH2:15][CH2:14]2)[C:5]2[S:10][C:9]([CH:11]=O)=[CH:8][C:6]=2[N:7]=1.[CH3:19][S:20]([N:23]1[CH2:28][CH2:27][NH:26][CH2:25][CH2:24]1)(=[O:22])=[O:21].COC(OC)OC.C(O[BH-](OC(=O)C)OC(=O)C)(=O)C.[Na+], predict the reaction product. The product is: [Cl:1][C:2]1[N:3]=[C:4]([N:13]2[CH2:18][CH2:17][O:16][CH2:15][CH2:14]2)[C:5]2[S:10][C:9]([CH2:11][N:26]3[CH2:27][CH2:28][N:23]([S:20]([CH3:19])(=[O:22])=[O:21])[CH2:24][CH2:25]3)=[CH:8][C:6]=2[N:7]=1. (2) Given the reactants Cl[C:2]1[N:7]=[C:6]2[N:8]([CH:11]3[CH2:16][CH2:15][CH2:14][CH2:13][O:12]3)[N:9]=[CH:10][C:5]2=[C:4]([C:17]2[CH:18]=[C:19]([NH:23][C:24](=[O:27])[CH:25]=[CH2:26])[CH:20]=[CH:21][CH:22]=2)[N:3]=1.[NH2:28][C:29]1[CH:30]=[C:31]([F:42])[C:32]([N:36]2[CH2:41][CH2:40][O:39][CH2:38][CH2:37]2)=[C:33]([OH:35])[CH:34]=1, predict the reaction product. The product is: [F:42][C:31]1[CH:30]=[C:29]([NH:28][C:2]2[N:7]=[C:6]3[N:8]([CH:11]4[CH2:16][CH2:15][CH2:14][CH2:13][O:12]4)[N:9]=[CH:10][C:5]3=[C:4]([C:17]3[CH:18]=[C:19]([NH:23][C:24](=[O:27])[CH:25]=[CH2:26])[CH:20]=[CH:21][CH:22]=3)[N:3]=2)[CH:34]=[C:33]([OH:35])[C:32]=1[N:36]1[CH2:37][CH2:38][O:39][CH2:40][CH2:41]1. (3) Given the reactants [Br:1][C:2]1[CH:3]=[C:4]([CH:6]=[C:7]([Br:9])[CH:8]=1)[NH2:5].Cl[C:11]1[N:16]=[C:15]([C:17]([F:20])([F:19])[F:18])[CH:14]=[CH:13][N:12]=1.C1(C)C=CC(S(O)(=O)=O)=CC=1, predict the reaction product. The product is: [Br:1][C:2]1[CH:3]=[C:4]([NH:5][C:11]2[N:16]=[C:15]([C:17]([F:20])([F:19])[F:18])[CH:14]=[CH:13][N:12]=2)[CH:6]=[C:7]([Br:9])[CH:8]=1. (4) Given the reactants CC1CC[C@@]([C@]2(C)C(CO)=CC(=O)C2)(C)[C@@H](O)C=1.[C:19]([O:29][CH:30](C(OCCCC[Si](OCC)(OCC)OCC)(F)F)F)([C:22]([C:25]([F:28])([F:27])[F:26])([F:24])F)([F:21])[F:20].[C:50]([O:60][CH:61](C(CCCCCCCCCC[Si](OC)(OC)OC)(F)F)F)([C:53]([C:56]([F:59])([F:58])[F:57])([F:55])[F:54])([F:52])[F:51].C(OC(C(OCCCCCCCCCCC[Si](OCC)(OCC)OCC)(F)F)F)(C([C:89]([F:92])([F:91])[F:90])(F)F)(F)F, predict the reaction product. The product is: [CH3:30][O:29][C:19]([F:20])([F:21])[C:22]([F:24])([C:25]([F:26])([F:27])[F:28])[C:56]([F:59])([F:58])[F:57].[CH3:61][O:60][C:50]([F:51])([F:52])[C:53]([F:54])([F:55])[C:56]([F:58])([F:59])[C:89]([F:92])([F:91])[F:90]. (5) Given the reactants Br[C:2]1[CH:7]=[C:6]([O:8][CH:9]([CH3:11])[CH3:10])[CH:5]=[C:4]([O:12][CH:13]([CH3:15])[CH3:14])[CH:3]=1.[Li]CCCC.[I:21]I, predict the reaction product. The product is: [I:21][C:2]1[CH:7]=[C:6]([O:8][CH:9]([CH3:11])[CH3:10])[CH:5]=[C:4]([O:12][CH:13]([CH3:15])[CH3:14])[CH:3]=1. (6) Given the reactants [CH2:1]([O:3][C:4]([C:6]1[C:10]([C:11]2[CH:16]=[CH:15][C:14]([CH3:17])=[CH:13][CH:12]=2)=[CH:9][S:8][C:7]=1[NH2:18])=[O:5])[CH3:2].[C:19]1(=O)[O:24][C:22](=[O:23])[C:21]2=[CH:25][CH:26]=[CH:27][CH:28]=[C:20]12, predict the reaction product. The product is: [CH2:1]([O:3][C:4]([C:6]1[C:10]([C:11]2[CH:16]=[CH:15][C:14]([CH3:17])=[CH:13][CH:12]=2)=[CH:9][S:8][C:7]=1[N:18]1[C:22](=[O:23])[C:21]2[C:20](=[CH:28][CH:27]=[CH:26][CH:25]=2)[C:19]1=[O:24])=[O:5])[CH3:2]. (7) Given the reactants [C:1]([O:8][CH2:9][C:10]1([CH3:25])[CH2:14][N:13]([C:15]2[CH:20]=[CH:19][CH:18]=[CH:17][CH:16]=2)[N:12]([C:21](Cl)=[O:22])[C:11]1=[O:24])(=[O:7])[CH2:2][CH2:3][CH2:4][CH2:5][CH3:6].[CH3:26][NH:27][C:28]1[CH:70]=[CH:69][CH:68]=[CH:67][C:29]=1[C:30]([O:32][C:33]1[C:42]2[C:37](=[CH:38][CH:39]=[CH:40][CH:41]=2)[C:36]([OH:43])=[C:35]([C:44](=[O:66])[NH:45][C:46]2[CH:51]=[C:50]([CH3:52])[CH:49]=[CH:48][C:47]=2[O:53][CH2:54][CH2:55][CH2:56][CH2:57][CH2:58][CH2:59][CH2:60][CH2:61][CH2:62][CH2:63][CH2:64][CH3:65])[CH:34]=1)=[O:31].CN(C)C1C=CC=CC=1.[O:80]1CCCC1, predict the reaction product. The product is: [C:1]([O:8][CH2:9][C:10]1([CH3:25])[C:11](=[O:24])[N:12]([C:21]([N:27]([CH3:26])[C:28]2[CH:70]=[CH:69][CH:68]=[CH:67][C:29]=2[C:30]([O:32][C:33]2[C:42]3[C:37](=[CH:38][CH:39]=[CH:40][CH:41]=3)[C:36]([OH:43])=[C:35]([C:44](=[O:66])[NH:45][C:46]3[CH:51]=[C:50]([CH3:52])[CH:49]=[CH:48][C:47]=3[O:53][CH2:54][CH2:55][CH2:56][CH2:57][CH2:58][CH2:59][CH2:60][CH2:61][CH2:62][CH2:63][CH2:64][CH3:65])[CH:34]=2)=[O:31])=[O:22])[N:13]([C:15]2[CH:20]=[CH:19][CH:18]=[CH:17][CH:16]=2)[C:14]1=[O:80])(=[O:7])[CH2:2][CH2:3][CH2:4][CH2:5][CH3:6]. (8) Given the reactants C([O:3][C:4]([C:6]1[C:11]([Cl:12])=[CH:10][C:9]([C:13]([F:16])([F:15])[F:14])=[CH:8][N:7]=1)=[O:5])C.[OH-].[Na+], predict the reaction product. The product is: [Cl:12][C:11]1[C:6]([C:4]([OH:5])=[O:3])=[N:7][CH:8]=[C:9]([C:13]([F:16])([F:14])[F:15])[CH:10]=1.